From a dataset of Reaction yield outcomes from USPTO patents with 853,638 reactions. Predict the reaction yield, written as a fraction of the theoretical maximum amount of product (1.0 means a 100% yield; for example, 0.34 means a 34% yield). The reactants are [CH3:1][N:2]1[C:6]([C:7]2[CH:8]=[C:9]([C:14]([O:16]C)=[O:15])[S:10][C:11]=2[CH2:12][CH3:13])=[C:5]([CH3:18])[CH:4]=[N:3]1.[OH-].[Na+]. The catalyst is O1CCCC1. The product is [CH3:1][N:2]1[C:6]([C:7]2[CH:8]=[C:9]([C:14]([OH:16])=[O:15])[S:10][C:11]=2[CH2:12][CH3:13])=[C:5]([CH3:18])[CH:4]=[N:3]1. The yield is 0.960.